This data is from Full USPTO retrosynthesis dataset with 1.9M reactions from patents (1976-2016). The task is: Predict the reactants needed to synthesize the given product. (1) Given the product [CH3:14][O:15][C:16](=[O:17])[NH:5][C:4]1[CH:6]=[CH:7][C:8]([Br:19])=[C:2]([F:1])[CH:3]=1, predict the reactants needed to synthesize it. The reactants are: [F:1][C:2]1[CH:3]=[C:4]([CH:6]=[CH:7][CH:8]=1)[NH2:5].C([O-])(O)=O.[Na+].[CH3:14][O:15][C:16](Cl)=[O:17].[Br:19]N1C(=O)CCC1=O.FC(F)(F)S(O)(=O)=O. (2) Given the product [C:25]1([CH:7]([C:1]2[CH:2]=[CH:3][CH:4]=[CH:5][CH:6]=2)[CH2:8][CH2:9][N:10]2[CH2:15][CH2:14][N:13]([C:16]3[CH:17]=[C:18]([CH:22]=[CH:23][CH:24]=3)[C:19]([NH:35][CH2:34][C:33]([F:37])([F:36])[F:32])=[O:21])[CH2:12][CH2:11]2)[CH:30]=[CH:29][CH:28]=[CH:27][CH:26]=1, predict the reactants needed to synthesize it. The reactants are: [C:1]1([CH:7]([C:25]2[CH:30]=[CH:29][CH:28]=[CH:27][CH:26]=2)[CH2:8][CH2:9][N:10]2[CH2:15][CH2:14][N:13]([C:16]3[CH:17]=[C:18]([CH:22]=[CH:23][CH:24]=3)[C:19]([OH:21])=O)[CH2:12][CH2:11]2)[CH:6]=[CH:5][CH:4]=[CH:3][CH:2]=1.Cl.[F:32][C:33]([F:37])([F:36])[CH2:34][NH2:35]. (3) Given the product [F:2][C:3]1([F:8])[CH2:7][CH2:6][N:5]([CH2:10][C:11]([O:13][CH2:14][CH3:15])=[O:12])[CH2:4]1, predict the reactants needed to synthesize it. The reactants are: Cl.[F:2][C:3]1([F:8])[CH2:7][CH2:6][NH:5][CH2:4]1.Br[CH2:10][C:11]([O:13][CH2:14][CH3:15])=[O:12].CCN(C(C)C)C(C)C. (4) Given the product [N:2]1[CH:7]=[CH:6][CH:5]=[CH:4][C:3]=1[N:8]([CH2:32][CH2:33][C:34]([O:36][CH3:37])=[O:35])[C:9]([C:11]1[CH:31]=[CH:30][C:14]2[N:15]([CH3:29])[C:16]([CH2:18][NH:19][C:20]3[CH:25]=[CH:24][C:23]([C:26](=[NH:27])[NH:28][C:38](=[O:45])[C:39]4[CH:44]=[CH:43][CH:42]=[N:41][CH:40]=4)=[CH:22][CH:21]=3)=[N:17][C:13]=2[CH:12]=1)=[O:10], predict the reactants needed to synthesize it. The reactants are: Cl.[N:2]1[CH:7]=[CH:6][CH:5]=[CH:4][C:3]=1[N:8]([CH2:32][CH2:33][C:34]([O:36][CH3:37])=[O:35])[C:9]([C:11]1[CH:31]=[CH:30][C:14]2[N:15]([CH3:29])[C:16]([CH2:18][NH:19][C:20]3[CH:25]=[CH:24][C:23]([C:26](=[NH:28])[NH2:27])=[CH:22][CH:21]=3)=[N:17][C:13]=2[CH:12]=1)=[O:10].[C:38](Cl)(=[O:45])[C:39]1[CH:44]=[CH:43][CH:42]=[N:41][CH:40]=1. (5) Given the product [CH3:21][O:20][N:19]=[C:3]([CH2:2][O:32][C:27]1[CH:29]=[CH:30][C:24]([O:23][CH3:22])=[CH:25][CH:26]=1)[CH2:4][N:5]1[C:13]2[C:8](=[CH:9][C:10]([N:14]=[CH:15][N:16]([CH3:18])[CH3:17])=[CH:11][CH:12]=2)[CH:7]=[CH:6]1, predict the reactants needed to synthesize it. The reactants are: Cl[CH2:2][C:3](=[N:19][O:20][CH3:21])[CH2:4][N:5]1[C:13]2[C:8](=[CH:9][C:10]([N:14]=[CH:15][N:16]([CH3:18])[CH3:17])=[CH:11][CH:12]=2)[CH:7]=[CH:6]1.[CH3:22][O:23][C:24]1[CH:30]=[CH:29][C:27](N)=[CH:26][CH:25]=1.C([O-])([O-])=[O:32].[Na+].[Na+].